This data is from Reaction yield outcomes from USPTO patents with 853,638 reactions. The task is: Predict the reaction yield, written as a fraction of the theoretical maximum amount of product (1.0 means a 100% yield; for example, 0.34 means a 34% yield). (1) The reactants are [OH:1][CH2:2][C@@H:3]1[CH2:8][N:7]2[CH2:9][CH2:10][CH2:11][C@H:6]2[C:5](=[O:12])[NH:4]1.C(N(CC)CC)C.[Si:20](Cl)([C:23]([CH3:26])([CH3:25])[CH3:24])([CH3:22])[CH3:21]. The catalyst is CN(C)C=O.CN(C)C1C=CN=CC=1. The product is [CH3:24][C:23]([Si:20]([CH3:22])([CH3:21])[O:1][CH2:2][C@@H:3]1[CH2:8][N:7]2[CH2:9][CH2:10][CH2:11][C@H:6]2[C:5](=[O:12])[NH:4]1)([CH3:26])[CH3:25]. The yield is 0.660. (2) The reactants are [Cl:1][C:2]1[CH:7]=[CH:6][C:5]([C:8]([F:11])([F:10])[F:9])=[CH:4][N+:3]=1[O-].O=P(Cl)(Cl)[Cl:15]. No catalyst specified. The product is [Cl:1][C:2]1[CH:7]=[CH:6][C:5]([C:8]([F:11])([F:10])[F:9])=[C:4]([Cl:15])[N:3]=1. The yield is 0.500. (3) The reactants are [CH3:1][CH:2]([CH2:5][CH3:6])[CH2:3][OH:4].[OH-].C([N+](C[CH2:22][CH2:23][CH3:24])(CCCC)CCCC)CCC.[OH-].[Na+].Cl[CH:28]=CC. The catalyst is O. The product is [CH3:28][C:23](=[CH2:22])[CH2:24][O:4][CH2:3][CH:2]([CH3:1])[CH2:5][CH3:6]. The yield is 0.680. (4) The reactants are Cl[C:2]1[N:7]=[C:6]2[N:8]([CH2:11][C:12]3[CH:13]=[C:14]4[C:19](=[CH:20][CH:21]=3)[N:18]=[CH:17][CH:16]=[CH:15]4)[N:9]=[N:10][C:5]2=[CH:4][CH:3]=1.[F:22][C:23]1[CH:24]=[C:25](B(O)O)[CH:26]=[C:27]([F:33])[C:28]=1[C:29]([O:31][CH3:32])=[O:30].C([O-])(=O)C.[K+]. The catalyst is O1CCOCC1. The product is [F:22][C:23]1[CH:24]=[C:25]([C:2]2[N:7]=[C:6]3[N:8]([CH2:11][C:12]4[CH:13]=[C:14]5[C:19](=[CH:20][CH:21]=4)[N:18]=[CH:17][CH:16]=[CH:15]5)[N:9]=[N:10][C:5]3=[CH:4][CH:3]=2)[CH:26]=[C:27]([F:33])[C:28]=1[C:29]([O:31][CH3:32])=[O:30]. The yield is 0.370. (5) The reactants are [Cl:1][C:2]1[N:11]=[C:10]([C:12]2[O:13][CH:14]=[CH:15][CH:16]=2)[C:9]([C:17]2[CH:22]=[CH:21][N:20]=[CH:19][N:18]=2)=[CH:8][C:3]=1[C:4]([O:6]C)=[O:5].[OH-].[Na+]. The catalyst is C(O)C. The product is [Cl:1][C:2]1[N:11]=[C:10]([C:12]2[O:13][CH:14]=[CH:15][CH:16]=2)[C:9]([C:17]2[CH:22]=[CH:21][N:20]=[CH:19][N:18]=2)=[CH:8][C:3]=1[C:4]([OH:6])=[O:5]. The yield is 0.980. (6) The reactants are F[C:2]1[CH:9]=[CH:8][C:5]([C:6]#[N:7])=[CH:4][CH:3]=1.[NH2:10][CH2:11][CH2:12][CH2:13][OH:14]. The catalyst is O. The product is [OH:14][CH2:13][CH2:12][CH2:11][NH:10][C:2]1[CH:9]=[CH:8][C:5]([C:6]#[N:7])=[CH:4][CH:3]=1. The yield is 0.970. (7) The reactants are [Cl:1][C:2]1[CH:6]=[N:5][N:4]([CH3:7])[C:3]=1[C:8]1[CH:9]=[C:10]([NH2:16])[CH:11]=[CH:12][C:13]=1[O:14][CH3:15].[N+:17]([C:20]1[CH:21]=[C:22]([N:26]=[C:27]=[O:28])[CH:23]=[CH:24][CH:25]=1)([O-:19])=[O:18]. No catalyst specified. The product is [Cl:1][C:2]1[CH:6]=[N:5][N:4]([CH3:7])[C:3]=1[C:8]1[CH:9]=[C:10]([NH:16][C:27]([NH:26][C:22]2[CH:23]=[CH:24][CH:25]=[C:20]([N+:17]([O-:19])=[O:18])[CH:21]=2)=[O:28])[CH:11]=[CH:12][C:13]=1[O:14][CH3:15]. The yield is 0.150.